From a dataset of Forward reaction prediction with 1.9M reactions from USPTO patents (1976-2016). Predict the product of the given reaction. (1) Given the reactants [C:1]([O:5][C:6](=[O:14])[C:7]([CH3:13])([CH3:12])[CH2:8][C:9]([OH:11])=[O:10])([CH3:4])([CH3:3])[CH3:2].[C:15]([O:19][C:20](=[O:55])[NH:21][CH2:22][CH2:23][C@:24]12[CH2:50][C:49](=[O:51])[C:48]([CH:52]([CH3:54])[CH3:53])=[C:25]1[C@@H:26]1[C@@:39]([CH3:42])([CH2:40][CH2:41]2)[C@@:38]2([CH3:43])[C@@H:29]([C@:30]3([CH3:47])[C@@H:35]([CH2:36][CH2:37]2)[C:34]([CH3:45])([CH3:44])[C@@H:33](O)[CH2:32][CH2:31]3)[CH2:28][CH2:27]1)([CH3:18])([CH3:17])[CH3:16].[NH4+].[Cl-].CC(=O)OCC, predict the reaction product. The product is: [CH3:12][C:7]([CH3:13])([CH2:8][C:9]([O:11][C@H:33]1[CH2:32][CH2:31][C@@:30]2([CH3:47])[C@@H:35]([CH2:36][CH2:37][C@:38]3([CH3:43])[C@@H:29]2[CH2:28][CH2:27][C@H:26]2[C@@:39]3([CH3:42])[CH2:40][CH2:41][C@@:24]3([CH2:23][CH2:22][NH:21][C:20]([O:19][C:15]([CH3:18])([CH3:17])[CH3:16])=[O:55])[CH2:50][C:49](=[O:51])[C:48]([CH:52]([CH3:53])[CH3:54])=[C:25]32)[C:34]1([CH3:45])[CH3:44])=[O:10])[C:6]([O:5][C:1]([CH3:4])([CH3:2])[CH3:3])=[O:14]. (2) Given the reactants [NH2:1][N:2]1[N:11]=[C:10]([S:12][C:13]2[CH:18]=[CH:17][C:16]([Br:19])=[CH:15][CH:14]=2)[C:9]2[C:4](=[CH:5][CH:6]=[CH:7][CH:8]=2)[C:3]1=[O:20].[Cl:21][C:22]1[CH:27]=[CH:26][C:25]([CH2:28][C:29](Cl)=[O:30])=[CH:24][CH:23]=1, predict the reaction product. The product is: [Br:19][C:16]1[CH:17]=[CH:18][C:13]([S:12][C:10]2[C:9]3[C:4](=[CH:5][CH:6]=[CH:7][CH:8]=3)[C:3](=[O:20])[N:2]([NH:1][C:29](=[O:30])[CH2:28][C:25]3[CH:26]=[CH:27][C:22]([Cl:21])=[CH:23][CH:24]=3)[N:11]=2)=[CH:14][CH:15]=1. (3) Given the reactants [Cl:1][C:2]1[CH:3]=[C:4]([C:9]2([C:26]([F:29])([F:28])[F:27])[O:13][N:12]=[C:11]([C:14]3[N:15]4[C:19]([C:20]([C:23]([OH:25])=O)=[CH:21][CH:22]=3)=[CH:18][CH:17]=[CH:16]4)[CH2:10]2)[CH:5]=[C:6]([Cl:8])[CH:7]=1.[NH2:30][CH2:31][C:32]1[CH:33]=[CH:34][C:35]2[CH2:39][O:38][B:37]([OH:40])[C:36]=2[CH:41]=1, predict the reaction product. The product is: [Cl:8][C:6]1[CH:5]=[C:4]([C:9]2([C:26]([F:28])([F:29])[F:27])[O:13][N:12]=[C:11]([C:14]3[N:15]4[C:19]([C:20]([C:23]([NH:30][CH2:31][C:32]5[CH:33]=[CH:34][C:35]6[CH2:39][O:38][B:37]([OH:40])[C:36]=6[CH:41]=5)=[O:25])=[CH:21][CH:22]=3)=[CH:18][CH:17]=[CH:16]4)[CH2:10]2)[CH:3]=[C:2]([Cl:1])[CH:7]=1. (4) Given the reactants [CH:1]([C@@H:3]1[NH:8][CH2:7][CH2:6][N:5]([C:9]([O:11][C:12]([CH3:15])([CH3:14])[CH3:13])=[O:10])[CH2:4]1)=[CH2:2].CCN(CC)CC.[C:23]1([S:29](Cl)(=[O:31])=[O:30])[CH:28]=[CH:27][CH:26]=[CH:25][CH:24]=1, predict the reaction product. The product is: [C:23]1([S:29]([N:8]2[CH2:7][CH2:6][N:5]([C:9]([O:11][C:12]([CH3:15])([CH3:14])[CH3:13])=[O:10])[CH2:4][C@@H:3]2[CH:1]=[CH2:2])(=[O:31])=[O:30])[CH:28]=[CH:27][CH:26]=[CH:25][CH:24]=1. (5) Given the reactants C[Si]([C:5]#[C:6][C:7]1([OH:17])[CH2:16][CH2:15][C:10]2([O:14][CH2:13][CH2:12][O:11]2)[CH2:9][CH2:8]1)(C)C.C(=O)([O-])[O-].[K+].[K+].CO, predict the reaction product. The product is: [C:6]([C:7]1([OH:17])[CH2:16][CH2:15][C:10]2([O:11][CH2:12][CH2:13][O:14]2)[CH2:9][CH2:8]1)#[CH:5]. (6) Given the reactants [CH2:1]([O:8][C:9]1[CH:14]=[CH:13][C:12]([C:15](=[O:25])[CH2:16][C:17]2[CH:22]=[CH:21][C:20]([O:23][CH3:24])=[CH:19][CH:18]=2)=[CH:11][CH:10]=1)[C:2]1[CH:7]=[CH:6][CH:5]=[CH:4][CH:3]=1.[CH2:26]([O:30][K])[CH:27]([CH3:29])[CH3:28].BrC(C)(C)C(C#N)=O, predict the reaction product. The product is: [CH2:1]([O:8][C:9]1[CH:14]=[CH:13][C:12]([C:15]2[O:25][C:27]([CH3:29])([CH3:28])[C:26](=[O:30])[C:16]=2[C:17]2[CH:18]=[CH:19][C:20]([O:23][CH3:24])=[CH:21][CH:22]=2)=[CH:11][CH:10]=1)[C:2]1[CH:3]=[CH:4][CH:5]=[CH:6][CH:7]=1. (7) Given the reactants [CH3:1][O:2][C:3](=[O:21])[C@H:4]([C:14]1[CH:19]=[CH:18][CH:17]=[CH:16][C:15]=1[Cl:20])[N:5]1[CH2:10][CH2:9][C:8]2[S:11][CH:12]=[CH:13][C:7]=2[CH2:6]1.Cl, predict the reaction product. The product is: [ClH:20].[CH3:1][O:2][C:3](=[O:21])[C@H:4]([C:14]1[CH:19]=[CH:18][CH:17]=[CH:16][C:15]=1[Cl:20])[N:5]1[CH2:10][CH2:9][C:8]2[S:11][CH:12]=[CH:13][C:7]=2[CH2:6]1.